This data is from Peptide-MHC class II binding affinity with 134,281 pairs from IEDB. The task is: Regression. Given a peptide amino acid sequence and an MHC pseudo amino acid sequence, predict their binding affinity value. This is MHC class II binding data. (1) The peptide sequence is ASEVFKAVEAYLVAH. The MHC is DRB1_1001 with pseudo-sequence DRB1_1001. The binding affinity (normalized) is 0.956. (2) The peptide sequence is GSCVYNMMGKREKKLGE. The MHC is DRB3_0101 with pseudo-sequence DRB3_0101. The binding affinity (normalized) is 0.310. (3) The peptide sequence is GRGGWCYYAAAQKEV. The MHC is DRB3_0202 with pseudo-sequence DRB3_0202. The binding affinity (normalized) is 0. (4) The peptide sequence is AYRFNGIGVTQNVLY. The MHC is DRB1_0101 with pseudo-sequence DRB1_0101. The binding affinity (normalized) is 0.604. (5) The peptide sequence is YILLKKILSSRFNQM. The MHC is DRB4_0101 with pseudo-sequence DRB4_0103. The binding affinity (normalized) is 0.461. (6) The peptide sequence is YDKFLANVSTVSTGK. The MHC is DRB1_1101 with pseudo-sequence DRB1_1101. The binding affinity (normalized) is 0.585. (7) The peptide sequence is YDKFLANNSTVLTGK. The MHC is DRB1_0701 with pseudo-sequence DRB1_0701. The binding affinity (normalized) is 0.663. (8) The peptide sequence is CDMLRLIDYNKAALS. The MHC is H-2-IEd with pseudo-sequence H-2-IEd. The binding affinity (normalized) is 0.195.